From a dataset of Catalyst prediction with 721,799 reactions and 888 catalyst types from USPTO. Predict which catalyst facilitates the given reaction. (1) Reactant: [F:1][C:2]1[CH:3]=[C:4]2[C:12](=[CH:13][CH:14]=1)[N:11]([CH2:15][C:16]1[CH:25]=[CH:24][C:19]([C:20]([O:22][CH3:23])=[O:21])=[CH:18][CH:17]=1)[C:10]1[CH2:9][CH2:8][C:7](=[CH2:26])[C:6](=[O:27])[C:5]2=1.[CH3:28][N:29]1[CH2:34][CH2:33][NH:32][CH2:31][CH2:30]1. Product: [F:1][C:2]1[CH:3]=[C:4]2[C:12](=[CH:13][CH:14]=1)[N:11]([CH2:15][C:16]1[CH:25]=[CH:24][C:19]([C:20]([O:22][CH3:23])=[O:21])=[CH:18][CH:17]=1)[C:10]1[CH2:9][CH2:8][CH:7]([CH2:26][N:32]3[CH2:33][CH2:34][N:29]([CH3:28])[CH2:30][CH2:31]3)[C:6](=[O:27])[C:5]2=1. The catalyst class is: 11. (2) Reactant: [CH3:1][O:2][C:3]1[C:4]([NH2:15])=[CH:5][C:6]([C:9]2[CH:14]=[CH:13][CH:12]=[CH:11][CH:10]=2)=[N:7][CH:8]=1.[I:16]([O-])(=O)=O.[K+].[OH-].[Na+]. Product: [I:16][C:5]1[C:6]([C:9]2[CH:14]=[CH:13][CH:12]=[CH:11][CH:10]=2)=[N:7][CH:8]=[C:3]([O:2][CH3:1])[C:4]=1[NH2:15]. The catalyst class is: 170. (3) Reactant: C(O[C:6](=O)[NH:7][C:8]1[CH:13]=[CH:12][C:11]([C:14](=[O:30])[NH:15][CH2:16][C:17]2[S:18][C:19]([O:22][C:23]3[CH:28]=[CH:27][CH:26]=[C:25]([F:29])[CH:24]=3)=[CH:20][CH:21]=2)=[CH:10][N:9]=1)(C)(C)C.NC1N=C(N)C=CC=1C(NCC1SC(CC2SC3C=CC=CC=3C=2)=CC=1)=O.[CH3:59][O:60][CH2:61]CBr.[H-].[Na+].Cl. Product: [F:29][C:25]1[CH:24]=[C:23]([CH:28]=[CH:27][CH:26]=1)[O:22][C:19]1[S:18][C:17]([CH2:16][NH:15][C:14](=[O:30])[C:11]2[CH:12]=[CH:13][C:8]([NH:7][CH2:6][CH2:59][O:60][CH3:61])=[N:9][CH:10]=2)=[CH:21][CH:20]=1. The catalyst class is: 829. (4) Reactant: [C:1]([O:5][C:6](=[O:14])[NH:7][CH:8]1[CH2:13][CH2:12][NH:11][CH2:10][CH2:9]1)([CH3:4])([CH3:3])[CH3:2].C(N(CC)CC)C.[CH3:22][S:23]([CH:26]=[CH2:27])(=[O:25])=[O:24]. Product: [C:1]([O:5][C:6](=[O:14])[NH:7][CH:8]1[CH2:13][CH2:12][N:11]([CH2:27][CH2:26][S:23]([CH3:22])(=[O:25])=[O:24])[CH2:10][CH2:9]1)([CH3:4])([CH3:2])[CH3:3]. The catalyst class is: 8. (5) Reactant: CN1CCOCC1.[O:8]1[CH2:13][CH2:12][N:11]([CH2:14][C:15]([NH:17][C@@H:18]([CH3:22])[C:19]([OH:21])=O)=[O:16])[CH2:10][CH2:9]1.[NH2:23][C@@H:24]([CH2:35][CH2:36][C:37]1[CH:42]=[CH:41][CH:40]=[CH:39][CH:38]=1)[C:25]([O:27][CH2:28][C:29]1[CH:34]=[CH:33][CH:32]=[CH:31][CH:30]=1)=[O:26].CN(C(ON1N=NC2C=CC=NC1=2)=[N+](C)C)C.F[P-](F)(F)(F)(F)F. Product: [O:8]1[CH2:9][CH2:10][N:11]([CH2:14][C:15]([NH:17][C@@H:18]([CH3:22])[C:19]([NH:23][C@@H:24]([CH2:35][CH2:36][C:37]2[CH:38]=[CH:39][CH:40]=[CH:41][CH:42]=2)[C:25]([O:27][CH2:28][C:29]2[CH:34]=[CH:33][CH:32]=[CH:31][CH:30]=2)=[O:26])=[O:21])=[O:16])[CH2:12][CH2:13]1. The catalyst class is: 46. (6) Reactant: [F:1][C:2]1[CH:7]=[CH:6][C:5]([CH2:8][C:9]([OH:11])=O)=[CH:4][CH:3]=1.C(Cl)(=O)C(Cl)=O.[Br:18][C:19]1[CH:24]=[CH:23][C:22]([O:25]C)=[CH:21][CH:20]=1.[Al+3].[Cl-].[Cl-].[Cl-]. Product: [Br:18][C:19]1[CH:20]=[CH:21][C:22]([OH:25])=[C:23]([C:9](=[O:11])[CH2:8][C:5]2[CH:4]=[CH:3][C:2]([F:1])=[CH:7][CH:6]=2)[CH:24]=1. The catalyst class is: 139. (7) Reactant: [Cl-].[In+3].[Cl-].[Cl-].FC(F)(F)C(O)=O.[Cl:12][C:13]1[CH:18]=[CH:17][C:16]([CH:19]([CH:21]2[CH2:23][C:22]2([F:25])[F:24])O)=[CH:15][CH:14]=1.[CH3:26][S:27]([CH2:30][C:31]1[CH:32]=[CH:33][CH:34]=[C:35]2[C:39]=1[NH:38][CH:37]=[CH:36]2)(=[O:29])=[O:28]. Product: [Cl:12][C:13]1[CH:18]=[CH:17][C:16]([CH:19]([CH:21]2[CH2:23][C:22]2([F:25])[F:24])[C:36]2[C:35]3[C:39](=[C:31]([CH2:30][S:27]([CH3:26])(=[O:29])=[O:28])[CH:32]=[CH:33][CH:34]=3)[NH:38][CH:37]=2)=[CH:15][CH:14]=1. The catalyst class is: 417. (8) Reactant: C(NCC)C.[C:6]([O:10][C:11](=[O:39])[NH:12][CH:13]1[CH2:18][O:17][CH:16]([CH2:19][CH2:20][NH:21]C(OCC2C3C=CC=CC=3C3C2=CC=CC=3)=O)[O:15][CH2:14]1)([CH3:9])([CH3:8])[CH3:7]. Product: [C:6]([O:10][C:11](=[O:39])[NH:12][CH:13]1[CH2:18][O:17][CH:16]([CH2:19][CH2:20][NH2:21])[O:15][CH2:14]1)([CH3:9])([CH3:7])[CH3:8]. The catalyst class is: 10. (9) Reactant: C(O)(C(F)(F)F)=O.[NH2:8][C:9]1[N:17]=[CH:16][N:15]=[C:14]2[C:10]=1[N:11]=[CH:12][N:13]2[C@H:18]1[C@@H:22]2[O:23]C(C)(C)[O:25][C@@H:21]2[C@@H:20]([CH2:28][N:29]([CH3:47])[CH2:30][CH2:31][CH2:32][NH:33][C:34]([NH:36][C:37]2[CH:42]=[CH:41][C:40]([C:43]([CH3:46])([CH3:45])[CH3:44])=[CH:39][CH:38]=2)=[O:35])[O:19]1. Product: [NH2:8][C:9]1[N:17]=[CH:16][N:15]=[C:14]2[C:10]=1[N:11]=[CH:12][N:13]2[C@@H:18]1[O:19][C@H:20]([CH2:28][N:29]([CH3:47])[CH2:30][CH2:31][CH2:32][NH:33][C:34]([NH:36][C:37]2[CH:38]=[CH:39][C:40]([C:43]([CH3:45])([CH3:46])[CH3:44])=[CH:41][CH:42]=2)=[O:35])[C@@H:21]([OH:25])[C@H:22]1[OH:23]. The catalyst class is: 6. (10) Reactant: [OH:1][C:2]1[CH:9]=[CH:8][C:5]([CH:6]=[O:7])=[CH:4][CH:3]=1.C(=O)([O-])[O-].[K+].[K+].[CH2-:16][C:17]([CH3:19])=[O:18].Cl[CH2:21][C@@H:22]([OH:25])[CH2:23]O.O. Product: [CH3:16][C:17]1([CH3:19])[O:25][C@H:22]([CH2:23][O:1][C:2]2[CH:9]=[CH:8][C:5]([CH:6]=[O:7])=[CH:4][CH:3]=2)[CH2:21][O:18]1. The catalyst class is: 3.